Dataset: Reaction yield outcomes from USPTO patents with 853,638 reactions. Task: Predict the reaction yield, written as a fraction of the theoretical maximum amount of product (1.0 means a 100% yield; for example, 0.34 means a 34% yield). (1) The reactants are O.C1(C)C=CC(S(O)(=O)=O)=CC=1.[F:13][C:14]([F:46])([CH2:38][O:39][C:40]1[CH:45]=[CH:44][CH:43]=[CH:42][CH:41]=1)/[CH:15]=[CH:16]/[C@@H:17]1[C@@H:29]2[C@@H:20]([O:21][C:22](=[O:30])[CH2:23][CH2:24][CH2:25][CH:26]=[CH:27][CH2:28]2)[CH2:19][C@H:18]1[O:31]C1CCCCO1. The catalyst is CO. The product is [F:46][C:14]([F:13])([CH2:38][O:39][C:40]1[CH:45]=[CH:44][CH:43]=[CH:42][CH:41]=1)/[CH:15]=[CH:16]/[C@@H:17]1[C@@H:29]2[C@@H:20]([O:21][C:22](=[O:30])[CH2:23][CH2:24][CH2:25][CH:26]=[CH:27][CH2:28]2)[CH2:19][C@H:18]1[OH:31]. The yield is 0.900. (2) The product is [Br:1][C:2]1[C:10]2[O:9][CH:8]=[C:7]([CH:11]=[O:12])[C:6]=2[C:5]([F:13])=[C:4]([F:14])[CH:3]=1. The yield is 0.580. The catalyst is ClCCl.[O-2].[O-2].[Mn+4]. The reactants are [Br:1][C:2]1[C:10]2[O:9][CH:8]=[C:7]([CH2:11][OH:12])[C:6]=2[C:5]([F:13])=[C:4]([F:14])[CH:3]=1. (3) The reactants are [CH3:1][N:2]1[C:7](=[O:8])[CH:6]=[C:5]([Cl:9])[NH:4][C:3]1=[O:10].Br[CH2:12][C:13]1[CH:20]=[C:19]([F:21])[CH:18]=[CH:17][C:14]=1[C:15]#[N:16].C([O-])([O-])=O.[K+].[K+]. The catalyst is CS(C)=O.O. The product is [Cl:9][C:5]1[N:4]([CH2:12][C:13]2[CH:20]=[C:19]([F:21])[CH:18]=[CH:17][C:14]=2[C:15]#[N:16])[C:3](=[O:10])[N:2]([CH3:1])[C:7](=[O:8])[CH:6]=1. The yield is 0.600. (4) The yield is 0.880. The reactants are [CH:1]1([O:7][CH:8]([C:12]2[CH:17]=[CH:16][C:15]([Cl:18])=[C:14]([Cl:19])[CH:13]=2)[C:9]([OH:11])=O)[CH2:6][CH2:5][CH2:4][CH2:3][CH2:2]1.F[P-](F)(F)(F)(F)F.N1(O[PH2+]N(C)C)C2C=CC=CC=2N=N1.C(N(CC)CC)C.[NH2:48][C:49]1[S:50][CH:51]=[CH:52][N:53]=1. The catalyst is ClCCl.O. The product is [CH:1]1([O:7][CH:8]([C:12]2[CH:17]=[CH:16][C:15]([Cl:18])=[C:14]([Cl:19])[CH:13]=2)[C:9]([NH:48][C:49]2[S:50][CH:51]=[CH:52][N:53]=2)=[O:11])[CH2:2][CH2:3][CH2:4][CH2:5][CH2:6]1. (5) The reactants are [Cl:1][C:2]1[C:32]([C:33]([F:36])([F:35])[F:34])=[CH:31][CH:30]=[CH:29][C:3]=1[CH2:4][N:5]([CH2:20][C@H:21]([C:23]1[CH:28]=[CH:27][CH:26]=[CH:25][CH:24]=1)[CH3:22])[CH2:6][CH2:7][CH2:8][O:9][C:10]1[CH:11]=[C:12]([CH2:16][C:17]([OH:19])=[O:18])[CH:13]=[CH:14][CH:15]=1.Cl.[CH3:38]O. No catalyst specified. The yield is 0.900. The product is [CH3:38][O:18][C:17](=[O:19])[CH2:16][C:12]1[CH:13]=[CH:14][CH:15]=[C:10]([O:9][CH2:8][CH2:7][CH2:6][N:5]([CH2:4][C:3]2[CH:29]=[CH:30][CH:31]=[C:32]([C:33]([F:34])([F:35])[F:36])[C:2]=2[Cl:1])[CH2:20][C@H:21]([C:23]2[CH:24]=[CH:25][CH:26]=[CH:27][CH:28]=2)[CH3:22])[CH:11]=1. (6) The reactants are [NH2:1][C:2]1[CH:33]=[CH:32][C:5]([CH2:6][CH2:7][N:8]2[C:13]3[N:14]=[C:15]([NH:18][CH3:19])[N:16]=[CH:17][C:12]=3[CH:11]=[C:10]([C:20]3[CH:25]=[C:24]([O:26][CH3:27])[CH:23]=[C:22]([O:28][CH3:29])[C:21]=3[Cl:30])[C:9]2=[O:31])=[CH:4][CH:3]=1.CCN(C(C)C)C(C)C.Cl[CH2:44][CH2:45][S:46](Cl)(=[O:48])=[O:47]. The catalyst is C(Cl)Cl. The product is [Cl:30][C:21]1[C:22]([O:28][CH3:29])=[CH:23][C:24]([O:26][CH3:27])=[CH:25][C:20]=1[C:10]1[C:9](=[O:31])[N:8]([CH2:7][CH2:6][C:5]2[CH:32]=[CH:33][C:2]([NH:1][S:46]([CH:45]=[CH2:44])(=[O:48])=[O:47])=[CH:3][CH:4]=2)[C:13]2[N:14]=[C:15]([NH:18][CH3:19])[N:16]=[CH:17][C:12]=2[CH:11]=1. The yield is 0.0700. (7) The reactants are [CH3:1][O:2][C:3]1[CH:10]=[CH:9][C:6]([CH2:7]Cl)=[CH:5][CH:4]=1.[N-:11]=[N+:12]=[N-:13].[Na+]. The catalyst is CN(C=O)C. The product is [CH3:1][O:2][C:3]1[CH:10]=[CH:9][C:6]([CH2:7][N:11]=[N+:12]=[N-:13])=[CH:5][CH:4]=1. The yield is 0.949.